This data is from Forward reaction prediction with 1.9M reactions from USPTO patents (1976-2016). The task is: Predict the product of the given reaction. (1) The product is: [NH2:13][C:14]1[CH:15]=[C:16]([CH:17]=[CH:18][CH:19]=1)[O:20][C:2]1[CH:9]=[CH:8][C:7]([N+:10]([O-:12])=[O:11])=[CH:6][C:3]=1[C:4]#[N:5]. Given the reactants F[C:2]1[CH:9]=[CH:8][C:7]([N+:10]([O-:12])=[O:11])=[CH:6][C:3]=1[C:4]#[N:5].[NH2:13][C:14]1[CH:15]=[C:16]([OH:20])[CH:17]=[CH:18][CH:19]=1.C(=O)([O-])[O-].[K+].[K+], predict the reaction product. (2) Given the reactants C(=O)([O-])[O-].[Na+].[Na+].O.Br[C:9]1[CH:14]=[CH:13][C:12]([OH:15])=[CH:11][C:10]=1[CH3:16].[CH:17]([C:19]1[CH:20]=[C:21](B(O)O)[CH:22]=[CH:23][CH:24]=1)=[O:18], predict the reaction product. The product is: [OH:15][C:12]1[CH:13]=[CH:14][C:9]([C:23]2[CH:22]=[CH:21][CH:20]=[C:19]([CH:17]=[O:18])[CH:24]=2)=[C:10]([CH3:16])[CH:11]=1.